From a dataset of Full USPTO retrosynthesis dataset with 1.9M reactions from patents (1976-2016). Predict the reactants needed to synthesize the given product. (1) Given the product [C:24]([SiH2:28][O:29][C:30]([CH3:38])([CH3:37])[C:31]1[N:32]=[C:33]([NH:36][C:8]([C:10]2[C:15]([NH:16][C:17]3[CH:22]=[N:21][CH:20]=[N:19][CH:18]=3)=[CH:14][CH:13]=[C:12]([CH3:23])[N:11]=2)=[O:9])[S:34][CH:35]=1)([CH3:27])([CH3:25])[CH3:26], predict the reactants needed to synthesize it. The reactants are: [Al](C)(C)C.C(O[C:8]([C:10]1[C:15]([NH:16][C:17]2[CH:18]=[N:19][CH:20]=[N:21][CH:22]=2)=[CH:14][CH:13]=[C:12]([CH3:23])[N:11]=1)=[O:9])C.[C:24]([SiH2:28][O:29][C:30]([CH3:38])([CH3:37])[C:31]1[N:32]=[C:33]([NH2:36])[S:34][CH:35]=1)([CH3:27])([CH3:26])[CH3:25]. (2) The reactants are: [F:1][C:2]1([F:17])[CH2:5][CH:4]([C:6]2[C:10]([CH2:11][OH:12])=[C:9]([C:13]([F:16])([F:15])[F:14])[S:8][N:7]=2)[CH2:3]1.[F:18][C:19]1[CH:20]=[C:21]([CH2:27][CH2:28][C:29]([O:31]CC)=[O:30])[CH:22]=[C:23]([F:26])[C:24]=1O. Given the product [F:17][C:2]1([F:1])[CH2:5][CH:4]([C:6]2[C:10]([CH2:11][O:12][C:24]3[C:23]([F:26])=[CH:22][C:21]([CH2:27][CH2:28][C:29]([OH:31])=[O:30])=[CH:20][C:19]=3[F:18])=[C:9]([C:13]([F:15])([F:16])[F:14])[S:8][N:7]=2)[CH2:3]1, predict the reactants needed to synthesize it. (3) Given the product [CH3:1][O:2][CH:3]1[CH2:26][N:25]([CH2:37][CH2:38][CH2:39][CH2:40][CH2:41][CH2:42][C:43]([O:45][CH2:46][CH3:47])=[O:44])[C:6]2=[N:7][C:8]([C:18]3[CH:23]=[CH:22][C:21]([CH3:24])=[CH:20][CH:19]=3)=[C:9]([C:11]3[CH:12]=[CH:13][C:14]([CH3:17])=[CH:15][CH:16]=3)[N:10]=[C:5]2[CH2:4]1, predict the reactants needed to synthesize it. The reactants are: [CH3:1][O:2][CH:3]1[CH2:26][NH:25][C:6]2=[N:7][C:8]([C:18]3[CH:23]=[CH:22][C:21]([CH3:24])=[CH:20][CH:19]=3)=[C:9]([C:11]3[CH:16]=[CH:15][C:14]([CH3:17])=[CH:13][CH:12]=3)[N:10]=[C:5]2[CH2:4]1.CCN(C(C)C)C(C)C.O=[CH:37][CH2:38][CH2:39][CH2:40][CH2:41][CH2:42][C:43]([O:45][CH2:46][CH3:47])=[O:44].C(O[BH-](OC(=O)C)OC(=O)C)(=O)C.[Na+]. (4) The reactants are: C(Cl)(=O)C(Cl)=O.CS(C)=O.[C:11]([O:14][C@@H:15]1[C@H:19]([CH2:20][CH2:21][CH2:22][CH2:23][CH2:24][CH2:25][C:26]([O:28][CH3:29])=[O:27])[C@@H:18]([CH2:30][OH:31])[C@H:17]([O:32][CH:33]2[CH2:38][CH2:37][CH2:36][CH2:35][O:34]2)[CH2:16]1)(=[O:13])[CH3:12].C(N(CC)CC)C. Given the product [C:11]([O:14][C@@H:15]1[C@H:19]([CH2:20][CH2:21][CH2:22][CH2:23][CH2:24][CH2:25][C:26]([O:28][CH3:29])=[O:27])[C@@H:18]([CH:30]=[O:31])[C@H:17]([O:32][CH:33]2[CH2:38][CH2:37][CH2:36][CH2:35][O:34]2)[CH2:16]1)(=[O:13])[CH3:12], predict the reactants needed to synthesize it.